From a dataset of Experimentally validated miRNA-target interactions with 360,000+ pairs, plus equal number of negative samples. Binary Classification. Given a miRNA mature sequence and a target amino acid sequence, predict their likelihood of interaction. The miRNA is hsa-miR-16-5p with sequence UAGCAGCACGUAAAUAUUGGCG. The protein sequence of the target gene is MFHLRTCAAKLRPLTASQTVKTFSQNRPAAARTFQQIRCYSAPVAAEPFLSGTSSNYVEEMYCAWLENPKSVHKSWDIFFRNTNAGAPPGTAYQSPLPLSRGSLAAVAHAQSLVEAQPNVDKLVEDHLAVQSLIRAYQIRGHHVAQLDPLGILDADLDSSVPADIISSTDKLGFYGLDESDLDKVFHLPTTTFIGGQESALPLREIIRRLEMAYCQHIGVEFMFINDLEQCQWIRQKFETPGIMQFTNEEKRTLLARLVRSTRFEEFLQRKWSSEKRFGLEGCEVLIPALKTIIDKSSEN.... Result: 1 (interaction).